From a dataset of Forward reaction prediction with 1.9M reactions from USPTO patents (1976-2016). Predict the product of the given reaction. (1) The product is: [O:1]1[CH2:4][CH:3]([CH:5]2[C:14]3[C:9](=[CH:10][CH:11]=[CH:12][CH:13]=3)[NH:8][CH2:7][CH2:6]2)[CH2:2]1. Given the reactants [O:1]1[CH2:4][CH:3]([CH:5]2[C:14]3[C:9](=[CH:10][CH:11]=[CH:12][CH:13]=3)[NH:8][C:7](=O)[CH2:6]2)[CH2:2]1.[H-].[Al+3].[Li+].[H-].[H-].[H-].[OH-].[Na+].[O-]S([O-])(=O)=O.[Mg+2], predict the reaction product. (2) Given the reactants [CH:1]1([C:4]2[NH:8][N:7]=[C:6]([NH:9][C:10]3[C:15]([N+:16]([O-:18])=[O:17])=[CH:14][CH:13]=[C:12](F)[C:11]=3[F:20])[CH:5]=2)[CH2:3][CH2:2]1.[F:21][C:22]1[CH:27]=[CH:26][C:25]([C@@H:28]([NH2:30])[CH3:29])=[CH:24][CH:23]=1.CCN(C(C)C)C(C)C, predict the reaction product. The product is: [CH:1]1([C:4]2[NH:8][N:7]=[C:6]([NH:9][C:10]3[C:11]([F:20])=[C:12]([NH:30][C@H:28]([C:25]4[CH:26]=[CH:27][C:22]([F:21])=[CH:23][CH:24]=4)[CH3:29])[CH:13]=[CH:14][C:15]=3[N+:16]([O-:18])=[O:17])[CH:5]=2)[CH2:3][CH2:2]1. (3) Given the reactants [F:1][C:2]1[CH:7]=[CH:6][C:5]([C:8]2[C:17]([N:18]([CH3:26])[CH2:19][C:20]3[CH:25]=[CH:24][CH:23]=[CH:22][N:21]=3)=[N:16][C:15]3[C:10](=[CH:11][CH:12]=[C:13]([C:27]([O:29]C)=[O:28])[CH:14]=3)[N:9]=2)=[CH:4][CH:3]=1.[OH-].[Na+], predict the reaction product. The product is: [F:1][C:2]1[CH:7]=[CH:6][C:5]([C:8]2[C:17]([N:18]([CH3:26])[CH2:19][C:20]3[CH:25]=[CH:24][CH:23]=[CH:22][N:21]=3)=[N:16][C:15]3[C:10](=[CH:11][CH:12]=[C:13]([C:27]([OH:29])=[O:28])[CH:14]=3)[N:9]=2)=[CH:4][CH:3]=1. (4) Given the reactants [S:1]1[C:5]2[CH:6]=[CH:7][CH:8]=[CH:9][C:4]=2[C:3](=[O:10])[NH:2]1.I[CH2:12][C:13]([N:15]1[CH2:20][CH2:19][N:18]([C:21](=[O:24])[CH2:22][I:23])[CH2:17][CH2:16]1)=[O:14].CCN(C(C)C)C(C)C.CCOC(C)=O.CCCCCC, predict the reaction product. The product is: [I:23][CH2:22][C:21]([N:18]1[CH2:19][CH2:20][N:15]([C:13](=[O:14])[CH2:12][N:2]2[C:3](=[O:10])[C:4]3[CH:9]=[CH:8][CH:7]=[CH:6][C:5]=3[S:1]2)[CH2:16][CH2:17]1)=[O:24]. (5) Given the reactants C([O:4][C:5]1[C:14]2[C:13](=[CH:14][C:5]([O:4]C)=[CH:12][CH:13]=2)[C:12](C2C=CC=CC=2)=C(C#N)N=1)C=C.Cl[C:26]1[C:35]2[C:30](=[CH:31][C:32]([O:36][CH3:37])=[CH:33][CH:34]=2)[C:29]([C:38]2[CH:43]=[CH:42][CH:41]=[C:40]([F:44])[CH:39]=2)=[C:28]([C:45]#[N:46])[N:27]=1, predict the reaction product. The product is: [CH2:5]([O:4][C:26]1[C:35]2[C:30](=[CH:31][C:32]([O:36][CH3:37])=[CH:33][CH:34]=2)[C:29]([C:38]2[CH:43]=[CH:42][CH:41]=[C:40]([F:44])[CH:39]=2)=[C:28]([C:45]#[N:46])[N:27]=1)[CH2:14][CH:13]=[CH2:12]. (6) Given the reactants [NH2:1][C:2]1[N:10]=[CH:9][CH:8]=[CH:7][C:3]=1[C:4]([OH:6])=[O:5].S(=O)(=O)(O)O.[CH2:16](O)[CH3:17], predict the reaction product. The product is: [NH2:1][C:2]1[N:10]=[CH:9][CH:8]=[CH:7][C:3]=1[C:4]([O:6][CH2:16][CH3:17])=[O:5]. (7) Given the reactants [CH3:1][C:2]1[N:7]=[CH:6][C:5]([OH:8])=[CH:4][CH:3]=1.CC(C)([O-])C.[K+].Br[C:16]1[CH:21]=[CH:20][CH:19]=[CH:18][CH:17]=1.CO, predict the reaction product. The product is: [CH3:1][C:2]1[CH:3]=[CH:4][C:5]([O:8][C:16]2[CH:21]=[CH:20][CH:19]=[CH:18][CH:17]=2)=[CH:6][N:7]=1. (8) Given the reactants [OH-].[Na+].[Cl:3][C:4]1[CH:12]=[C:11]2[C:7]([C@@:8]3([C@@H:17]([C:18]4[CH:23]=[CH:22][N:21]=[C:20]([Cl:24])[C:19]=4[F:25])[C@H:16]([C:26]([NH:28][C@H:29]4[CH2:34][O:33][C@H:32]([C:35]([O:37]C)=[O:36])[CH2:31][CH2:30]4)=[O:27])[NH:15][C:14]43[CH2:43][CH2:42][C:41]([CH3:45])([CH3:44])[CH2:40][CH2:39]4)[C:9](=[O:13])[NH:10]2)=[CH:6][CH:5]=1.Cl, predict the reaction product. The product is: [Cl:3][C:4]1[CH:12]=[C:11]2[C:7]([C@@:8]3([C@@H:17]([C:18]4[CH:23]=[CH:22][N:21]=[C:20]([Cl:24])[C:19]=4[F:25])[C@H:16]([C:26]([NH:28][C@H:29]4[CH2:34][O:33][C@H:32]([C:35]([OH:37])=[O:36])[CH2:31][CH2:30]4)=[O:27])[NH:15][C:14]43[CH2:39][CH2:40][C:41]([CH3:45])([CH3:44])[CH2:42][CH2:43]4)[C:9](=[O:13])[NH:10]2)=[CH:6][CH:5]=1. (9) Given the reactants C[O:2][C:3](=[O:33])[C:4]1[CH:9]=[CH:8][C:7]([C:10]2[N:14]([C:15]3[CH:20]=[CH:19][C:18]([O:21][CH2:22][C:23]4[CH:28]=[CH:27][CH:26]=[CH:25][CH:24]=4)=[CH:17][CH:16]=3)[C:13]3[CH:29]=[CH:30][CH:31]=[CH:32][C:12]=3[N:11]=2)=[CH:6][CH:5]=1.[OH-].[Na+].Cl, predict the reaction product. The product is: [CH2:22]([O:21][C:18]1[CH:17]=[CH:16][C:15]([N:14]2[C:13]3[CH:29]=[CH:30][CH:31]=[CH:32][C:12]=3[N:11]=[C:10]2[C:7]2[CH:6]=[CH:5][C:4]([C:3]([OH:33])=[O:2])=[CH:9][CH:8]=2)=[CH:20][CH:19]=1)[C:23]1[CH:24]=[CH:25][CH:26]=[CH:27][CH:28]=1.